Dataset: Catalyst prediction with 721,799 reactions and 888 catalyst types from USPTO. Task: Predict which catalyst facilitates the given reaction. (1) Reactant: [CH3:1][C:2]1[C:11]2[CH:10]=[N:9][C:8](SC)=[N:7][C:6]=2[C:5]([C:14]2[C:22]3[C:17](=[CH:18][C:19]([C:23]([F:26])([F:25])[F:24])=[CH:20][CH:21]=3)[N:16]([S:27]([C:30]3[CH:35]=[CH:34][C:33]([CH3:36])=[CH:32][CH:31]=3)(=[O:29])=[O:28])[CH:15]=2)=[CH:4][N:3]=1.[C@@H:37]1([NH2:44])[CH2:42][CH2:41][CH2:40][CH2:39][C@@H:38]1[NH2:43]. Product: [CH3:1][C:2]1[C:11]2[CH:10]=[N:9][C:8]([NH:43][C@@H:38]3[CH2:39][CH2:40][CH2:41][CH2:42][C@@H:37]3[NH2:44])=[N:7][C:6]=2[C:5]([C:14]2[C:22]3[C:17](=[CH:18][C:19]([C:23]([F:26])([F:25])[F:24])=[CH:20][CH:21]=3)[N:16]([S:27]([C:30]3[CH:31]=[CH:32][C:33]([CH3:36])=[CH:34][CH:35]=3)(=[O:28])=[O:29])[CH:15]=2)=[CH:4][N:3]=1. The catalyst class is: 2. (2) Reactant: [Br:1][C:2]1[CH:3]=[C:4]2[C:8](=[CH:9][CH:10]=1)[NH:7][C:6]1[C:11](=[O:17])[NH:12][CH2:13][CH2:14][C:15](=[O:16])[C:5]2=1.IC.[C:20](=O)([O-])[O-].[K+].[K+]. Product: [Br:1][C:2]1[CH:3]=[C:4]2[C:8](=[CH:9][CH:10]=1)[N:7]([CH3:20])[C:6]1[C:11](=[O:17])[NH:12][CH2:13][CH2:14][C:15](=[O:16])[C:5]2=1. The catalyst class is: 10.